From a dataset of Full USPTO retrosynthesis dataset with 1.9M reactions from patents (1976-2016). Predict the reactants needed to synthesize the given product. (1) Given the product [F:1][C:2]1[CH:10]=[CH:9][C:8]2[N:7]([CH2:27][C:28]3[CH:37]=[CH:36][C:31]([C:32]([O:34][CH3:35])=[O:33])=[CH:30][CH:29]=3)[C:6]3[CH:11]=[N:12][N:13]([CH:14]4[CH2:19][CH2:18][CH2:17][CH2:16][O:15]4)[C:5]=3[C:4]=2[CH:3]=1, predict the reactants needed to synthesize it. The reactants are: [F:1][C:2]1[CH:10]=[CH:9][C:8]2[NH:7][C:6]3[CH:11]=[N:12][N:13]([CH:14]4[CH2:19][CH2:18][CH2:17][CH2:16][O:15]4)[C:5]=3[C:4]=2[CH:3]=1.[OH-].[K+].CC(C)=O.Br[CH2:27][C:28]1[CH:37]=[CH:36][C:31]([C:32]([O:34][CH3:35])=[O:33])=[CH:30][CH:29]=1. (2) Given the product [CH3:20][O:21][C:22](=[O:40])[CH:23]([NH:32][C:33]([O:35][C:36]([CH3:38])([CH3:37])[CH3:39])=[O:34])[C:24]1[CH:29]=[CH:28][C:27]([O:18][CH2:17][CH2:16][C@H:15]([CH:12]2[CH2:13][CH2:14][N:9]([C:7]3[O:6][N:5]=[C:4]([CH:1]([CH3:3])[CH3:2])[N:8]=3)[CH2:10][CH2:11]2)[CH3:19])=[CH:26][C:25]=1[CH3:31], predict the reactants needed to synthesize it. The reactants are: [CH:1]([C:4]1[N:8]=[C:7]([N:9]2[CH2:14][CH2:13][CH:12]([C@H:15]([CH3:19])[CH2:16][CH2:17][OH:18])[CH2:11][CH2:10]2)[O:6][N:5]=1)([CH3:3])[CH3:2].[CH3:20][O:21][C:22](=[O:40])[CH:23]([NH:32][C:33]([O:35][C:36]([CH3:39])([CH3:38])[CH3:37])=[O:34])[C:24]1[CH:29]=[CH:28][C:27](O)=[CH:26][C:25]=1[CH3:31]. (3) Given the product [ClH:10].[CH2:1]([N:3]([CH2:6][C:7](=[O:9])[CH3:8])[CH2:4][CH3:5])[CH3:2], predict the reactants needed to synthesize it. The reactants are: [CH2:1]([N:3]([CH2:6][C:7](=[O:9])[CH3:8])[CH2:4][CH3:5])[CH3:2].[ClH:10].